Dataset: Reaction yield outcomes from USPTO patents with 853,638 reactions. Task: Predict the reaction yield, written as a fraction of the theoretical maximum amount of product (1.0 means a 100% yield; for example, 0.34 means a 34% yield). (1) The catalyst is C(OCC)(=O)C. The product is [OH:9][CH:8]([CH2:7][C:1]1[CH:6]=[CH:5][CH:4]=[CH:3][CH:2]=1)[C:10]([C:16]1[CH:21]=[CH:20][CH:19]=[CH:18][CH:17]=1)=[O:25]. The yield is 0.740. The reactants are [C:1]1([CH2:7][CH:8]([C:10]2([C:16]3[CH:21]=[CH:20][CH:19]=[CH:18][CH:17]=3)SCCCS2)[OH:9])[CH:6]=[CH:5][CH:4]=[CH:3][CH:2]=1.C(#N)C.[OH2:25]. (2) The reactants are [NH:1]([C:15]([O:17][C:18]([CH3:21])([CH3:20])[CH3:19])=[O:16])[C@H:2]([C:8]([O:10][C:11]([CH3:14])([CH3:13])[CH3:12])=[O:9])[CH2:3][CH2:4][CH2:5][CH2:6]N.[OH-:22].[Na+]. The catalyst is O.O1CCOCC1.[C-]#N.[C-]#N.[C-]#N.[C-]#N.[C-]#N.[N-]=O.O.O.[Na+].[Na+].[Fe+4]. The product is [C:18]([O:17][C:15]([NH:1][C@@H:2]([CH2:3][CH2:4][CH2:5][CH2:6][OH:22])[C:8]([O:10][C:11]([CH3:14])([CH3:13])[CH3:12])=[O:9])=[O:16])([CH3:21])([CH3:20])[CH3:19]. The yield is 0.370. (3) The reactants are [NH2:1][C:2]12[CH2:9][CH2:8][C:5]([C:10]([O:12][CH3:13])=[O:11])([CH2:6][CH2:7]1)[CH2:4][CH2:3]2.C1C=CC(C2C3C=C(Cl)C=CC=3NC(=O)CN=2)=CC=1.[CH:33]1([S:36](Cl)(=[O:38])=[O:37])[CH2:35][CH2:34]1. The catalyst is C(Cl)Cl.CN(C1C=CN=CC=1)C. The product is [CH:33]1([S:36]([NH:1][C:2]23[CH2:3][CH2:4][C:5]([C:10]([O:12][CH3:13])=[O:11])([CH2:8][CH2:9]2)[CH2:6][CH2:7]3)(=[O:38])=[O:37])[CH2:35][CH2:34]1. The yield is 0.520. (4) The reactants are [C:1]1([C:8]2[CH:13]=[CH:12][CH:11]=[CH:10][CH:9]=2)[CH:6]=[CH:5][C:4]([OH:7])=[CH:3][CH:2]=1.[Br:14][CH2:15][CH2:16][CH2:17]Br.C([O-])([O-])=O.[Cs+].[Cs+]. The catalyst is C(#N)C. The product is [Br:14][CH2:15][CH2:16][CH2:17][O:7][C:4]1[CH:3]=[CH:2][C:1]([C:8]2[CH:13]=[CH:12][CH:11]=[CH:10][CH:9]=2)=[CH:6][CH:5]=1. The yield is 0.640. (5) The reactants are Cl[CH2:2][C:3]1[CH:4]=[C:5]([F:12])[C:6]2[O:10][CH2:9][O:8][C:7]=2[CH:11]=1.[C-:13]#[N:14].[Na+].O. The catalyst is CS(C)=O. The product is [F:12][C:5]1[C:6]2[O:10][CH2:9][O:8][C:7]=2[CH:11]=[C:3]([CH2:2][C:13]#[N:14])[CH:4]=1. The yield is 0.700. (6) The reactants are [CH3:1][C:2]1[CH:7]=[C:6]([N:8]2[CH2:12][CH2:11][C@H:10]([CH2:13][N:14]3[CH2:18][CH2:17][CH2:16][C@@H:15]3[CH3:19])[CH2:9]2)[CH:5]=[CH:4][C:3]=1[NH2:20].[CH3:21][C:22]1[C:26]([C:27](Cl)=[O:28])=[C:25]([CH3:30])[O:24][N:23]=1. No catalyst specified. The product is [CH3:1][C:2]1[CH:7]=[C:6]([N:8]2[CH2:12][CH2:11][C@H:10]([CH2:13][N:14]3[CH2:18][CH2:17][CH2:16][C@@H:15]3[CH3:19])[CH2:9]2)[CH:5]=[CH:4][C:3]=1[NH:20][C:27]([C:26]1[C:22]([CH3:21])=[N:23][O:24][C:25]=1[CH3:30])=[O:28]. The yield is 0.500. (7) The reactants are [Br:1][CH:2]1[CH2:23][CH2:22][C:5]2=[CH:6][C:7]3[C:8]4[CH:17]=[CH:16][C:15]([C:18](=[O:21])[CH2:19]Br)=[CH:14][C:9]=4[CH2:10][O:11][C:12]=3[CH:13]=[C:4]2[C:3]1=[O:24].[C:25]([O:29][C:30]([N:32]1[C@@H:36]([CH3:37])[CH2:35][CH2:34][C@H:33]1[C:38]([OH:40])=[O:39])=[O:31])([CH3:28])([CH3:27])[CH3:26].C([O-])([O-])=O.[K+].[K+]. The catalyst is ClCCl. The product is [CH3:37][C@@H:36]1[N:32]([C:30]([O:29][C:25]([CH3:26])([CH3:27])[CH3:28])=[O:31])[C@H:33]([C:38]([O:40][CH2:19][C:18]([C:15]2[CH:16]=[CH:17][C:8]3[C:7]4[CH:6]=[C:5]5[CH2:22][CH2:23][CH:2]([Br:1])[C:3](=[O:24])[C:4]5=[CH:13][C:12]=4[O:11][CH2:10][C:9]=3[CH:14]=2)=[O:21])=[O:39])[CH2:34][CH2:35]1. The yield is 0.840.